The task is: Predict the product of the given reaction.. This data is from Forward reaction prediction with 1.9M reactions from USPTO patents (1976-2016). Given the reactants [CH2:1]([O:8][C@@H:9]1[C@@H:14]([O:15][CH2:16][C:17]2[CH:22]=[CH:21][CH:20]=[CH:19][CH:18]=2)[C@@H:13]([O:23][CH2:24][C:25]2[CH:30]=[CH:29][CH:28]=[CH:27][CH:26]=2)[C@@H:12]([CH2:31][O:32][CH2:33][C:34]2[CH:39]=[CH:38][CH:37]=[CH:36][CH:35]=2)[O:11][C@:10]21[C:47]1[C:42](=[CH:43][C:44]([CH3:50])=[C:45]([CH2:48]Cl)[CH:46]=1)[CH2:41][O:40]2)[C:2]1[CH:7]=[CH:6][CH:5]=[CH:4][CH:3]=1.[CH:51]([C:54]1[CH:59]=[CH:58][C:57](B(O)O)=[CH:56][CH:55]=1)([CH3:53])[CH3:52].C(=O)([O-])[O-].[Na+].[Na+], predict the reaction product. The product is: [CH2:1]([O:8][C@@H:9]1[C@@H:14]([O:15][CH2:16][C:17]2[CH:22]=[CH:21][CH:20]=[CH:19][CH:18]=2)[C@@H:13]([O:23][CH2:24][C:25]2[CH:30]=[CH:29][CH:28]=[CH:27][CH:26]=2)[C@@H:12]([CH2:31][O:32][CH2:33][C:34]2[CH:39]=[CH:38][CH:37]=[CH:36][CH:35]=2)[O:11][C@:10]21[C:47]1[C:42](=[CH:43][C:44]([CH3:50])=[C:45]([CH2:48][C:57]3[CH:58]=[CH:59][C:54]([CH:51]([CH3:53])[CH3:52])=[CH:55][CH:56]=3)[CH:46]=1)[CH2:41][O:40]2)[C:2]1[CH:7]=[CH:6][CH:5]=[CH:4][CH:3]=1.